This data is from NCI-60 drug combinations with 297,098 pairs across 59 cell lines. The task is: Regression. Given two drug SMILES strings and cell line genomic features, predict the synergy score measuring deviation from expected non-interaction effect. (1) Drug 1: CC1CCC2CC(C(=CC=CC=CC(CC(C(=O)C(C(C(=CC(C(=O)CC(OC(=O)C3CCCCN3C(=O)C(=O)C1(O2)O)C(C)CC4CCC(C(C4)OC)OCCO)C)C)O)OC)C)C)C)OC. Drug 2: C(CC(=O)O)C(=O)CN.Cl. Cell line: NCI-H322M. Synergy scores: CSS=12.7, Synergy_ZIP=-4.22, Synergy_Bliss=2.00, Synergy_Loewe=-2.26, Synergy_HSA=0.214. (2) Drug 2: COC1=C2C(=CC3=C1OC=C3)C=CC(=O)O2. Drug 1: CC(C1=C(C=CC(=C1Cl)F)Cl)OC2=C(N=CC(=C2)C3=CN(N=C3)C4CCNCC4)N. Synergy scores: CSS=42.2, Synergy_ZIP=-3.13, Synergy_Bliss=-1.47, Synergy_Loewe=-36.3, Synergy_HSA=-3.81. Cell line: CCRF-CEM. (3) Drug 1: CC1=C(C(=CC=C1)Cl)NC(=O)C2=CN=C(S2)NC3=CC(=NC(=N3)C)N4CCN(CC4)CCO. Drug 2: CCC1(C2=C(COC1=O)C(=O)N3CC4=CC5=C(C=CC(=C5CN(C)C)O)N=C4C3=C2)O.Cl. Cell line: NCI-H226. Synergy scores: CSS=13.9, Synergy_ZIP=-4.67, Synergy_Bliss=0.698, Synergy_Loewe=-1.36, Synergy_HSA=0.837. (4) Drug 1: C1=C(C(=O)NC(=O)N1)N(CCCl)CCCl. Drug 2: CN1C(=O)N2C=NC(=C2N=N1)C(=O)N. Cell line: MCF7. Synergy scores: CSS=25.7, Synergy_ZIP=8.54, Synergy_Bliss=8.47, Synergy_Loewe=-6.97, Synergy_HSA=4.06. (5) Drug 1: CC12CCC(CC1=CCC3C2CCC4(C3CC=C4C5=CN=CC=C5)C)O. Drug 2: C1CCC(C1)C(CC#N)N2C=C(C=N2)C3=C4C=CNC4=NC=N3. Cell line: OVCAR-8. Synergy scores: CSS=2.37, Synergy_ZIP=0.369, Synergy_Bliss=0.189, Synergy_Loewe=-3.28, Synergy_HSA=-1.82. (6) Drug 1: C1=CC=C(C=C1)NC(=O)CCCCCCC(=O)NO. Drug 2: CC12CCC3C(C1CCC2OP(=O)(O)O)CCC4=C3C=CC(=C4)OC(=O)N(CCCl)CCCl.[Na+]. Cell line: A498. Synergy scores: CSS=2.88, Synergy_ZIP=0.322, Synergy_Bliss=3.00, Synergy_Loewe=-3.02, Synergy_HSA=-1.55. (7) Drug 1: CC=C1C(=O)NC(C(=O)OC2CC(=O)NC(C(=O)NC(CSSCCC=C2)C(=O)N1)C(C)C)C(C)C. Drug 2: C#CCC(CC1=CN=C2C(=N1)C(=NC(=N2)N)N)C3=CC=C(C=C3)C(=O)NC(CCC(=O)O)C(=O)O. Cell line: NCI/ADR-RES. Synergy scores: CSS=15.1, Synergy_ZIP=0.153, Synergy_Bliss=-1.09, Synergy_Loewe=-5.66, Synergy_HSA=-0.182. (8) Drug 1: C1=CC(=CC=C1CC(C(=O)O)N)N(CCCl)CCCl.Cl. Drug 2: CC1=C(C(=O)C2=C(C1=O)N3CC4C(C3(C2COC(=O)N)OC)N4)N. Cell line: SN12C. Synergy scores: CSS=33.1, Synergy_ZIP=-3.73, Synergy_Bliss=2.71, Synergy_Loewe=-9.61, Synergy_HSA=3.84.